From a dataset of Catalyst prediction with 721,799 reactions and 888 catalyst types from USPTO. Predict which catalyst facilitates the given reaction. (1) Reactant: [CH3:1][N:2]([CH3:35])[C:3]([C:5]1[CH:10]=[CH:9][C:8]([NH:11][C:12]2[C:13]3[C:20]([F:21])=[CH:19][N:18]([CH:22]4[CH2:27][CH2:26][N:25]([C:28](OC(C)C)=O)[CH2:24][CH2:23]4)[C:14]=3[N:15]=[CH:16][N:17]=2)=[C:7]([F:34])[CH:6]=1)=[O:4].C(N(C(C)C)CC)(C)C.[CH2:45]([C:47]1[CH:48]=[N:49]C(Cl)=[N:51][CH:52]=1)[CH3:46].O. Product: [CH2:45]([C:47]1[CH:48]=[N:49][C:28]([N:25]2[CH2:26][CH2:27][CH:22]([N:18]3[C:14]4[N:15]=[CH:16][N:17]=[C:12]([NH:11][C:8]5[CH:9]=[CH:10][C:5]([C:3]([N:2]([CH3:35])[CH3:1])=[O:4])=[CH:6][C:7]=5[F:34])[C:13]=4[C:20]([F:21])=[CH:19]3)[CH2:23][CH2:24]2)=[N:51][CH:52]=1)[CH3:46]. The catalyst class is: 9. (2) Reactant: [CH3:1][C:2]([O:9][C:10]1[CH:15]=[CH:14][C:13]([N+:16]([O-])=O)=[CH:12][CH:11]=1)([CH3:8])[C:3]([O:5][CH2:6][CH3:7])=[O:4]. Product: [CH2:6]([O:5][C:3](=[O:4])[C:2]([CH3:8])([O:9][C:10]1[CH:11]=[CH:12][C:13]([NH2:16])=[CH:14][CH:15]=1)[CH3:1])[CH3:7]. The catalyst class is: 19. (3) Reactant: [CH2:1]([N:8]1[CH:12]=[C:11]([C:13]2[S:14][CH:15]=[C:16]([C:18]([NH:20][C:21]3[CH:29]=[C:28]4[C:24]([CH:25]=[N:26][N:27]4COCC[Si](C)(C)C)=[CH:23][C:22]=3[C:38]3[CH:39]=[C:40]([CH:50]=[CH:51][CH:52]=3)[CH2:41][NH:42]C(=O)OC(C)(C)C)=[O:19])[N:17]=2)[CH:10]=[N:9]1)[C:2]1[CH:7]=[CH:6][CH:5]=[CH:4][CH:3]=1.[ClH:53]. Product: [ClH:53].[NH2:42][CH2:41][C:40]1[CH:39]=[C:38]([C:22]2[CH:23]=[C:24]3[C:28](=[CH:29][C:21]=2[NH:20][C:18]([C:16]2[N:17]=[C:13]([C:11]4[CH:10]=[N:9][N:8]([CH2:1][C:2]5[CH:7]=[CH:6][CH:5]=[CH:4][CH:3]=5)[CH:12]=4)[S:14][CH:15]=2)=[O:19])[NH:27][N:26]=[CH:25]3)[CH:52]=[CH:51][CH:50]=1. The catalyst class is: 24. (4) Reactant: [CH3:1][O:2][C:3]1[CH:19]=[CH:18][C:6]([CH:7]=[C:8]2[CH2:13][C:12]([CH3:15])([CH3:14])[NH:11][C:10]([CH3:17])([CH3:16])[CH2:9]2)=[C:5]([N+:20]([O-:22])=[O:21])[CH:4]=1.C=O.[C:25]([BH3-])#N.[Na+].C([O-])(O)=O.[Na+]. Product: [CH3:1][O:2][C:3]1[CH:19]=[CH:18][C:6]([CH:7]=[C:8]2[CH2:9][C:10]([CH3:17])([CH3:16])[N:11]([CH3:25])[C:12]([CH3:14])([CH3:15])[CH2:13]2)=[C:5]([N+:20]([O-:22])=[O:21])[CH:4]=1. The catalyst class is: 191.